This data is from NCI-60 drug combinations with 297,098 pairs across 59 cell lines. The task is: Regression. Given two drug SMILES strings and cell line genomic features, predict the synergy score measuring deviation from expected non-interaction effect. Drug 2: CC1=C(C(=CC=C1)Cl)NC(=O)C2=CN=C(S2)NC3=CC(=NC(=N3)C)N4CCN(CC4)CCO. Cell line: COLO 205. Synergy scores: CSS=20.5, Synergy_ZIP=-1.07, Synergy_Bliss=9.54, Synergy_Loewe=1.56, Synergy_HSA=2.37. Drug 1: C1=CC(=CC=C1CCCC(=O)O)N(CCCl)CCCl.